Dataset: Drug-target binding data from BindingDB using IC50 measurements. Task: Regression. Given a target protein amino acid sequence and a drug SMILES string, predict the binding affinity score between them. We predict pIC50 (pIC50 = -log10(IC50 in M); higher means more potent). Dataset: bindingdb_ic50. (1) The compound is CC1(C)CC2(CCN(C(=O)OC(C(F)(F)F)C(F)(F)F)CC2)CN1Cc1c(N2CC3COCC3C2)cccc1C(F)(F)F. The target protein (Q9QXM0) has sequence MNAMLETPELPAVFDGVKLAAVAAVLYVIVRCLNLKSPTAPPDLYFQDSGLSRFLLKSCPLLTKEYIPPLIWGKSGHIQTALYGKMGRVRSPHPYGHRKFITMSDGATSTFDLFEPLAEHCVGDDITMVICPGIANHSEKQYIRTFVDYAQKNGYRCAVLNHLGALPNIELTSPRMFTYGCTWEFGAMVNYIKRTYPQTQLVVVGFSLGGNIVCKYLGETQANQEKVLCCVSVCQGYSALRAQETFMQWDQCRRFYNFLMADNMKKIILSHRQALFGDHVKKPQSLEDTDLSRLYTATSLMQIDDNVMRKFHGYNSLKEYYEEESCMRYLHRIYVPLMLVNAADDPLVHESLLTIPKSLSEKRENVMFVLPLHGGHLGFFEGSVLFPEPLTWMDKLVVEYANAICQWERNKSQCSDTEQMEAELE. The pIC50 is 6.0. (2) The small molecule is CC[C@H](C)[C@@H]1NC(=O)[C@H](CC(=O)O)NC(=O)[C@@H](NC(=O)[C@@H](NC(=O)[C@H](CCC(N)=O)NC(=O)[C@H](Cc2c[nH]c3ccccc23)NC(C)=O)[C@@H](C)CC)CSSC[C@@H](C(=O)N[C@H](C(=O)N[C@@H](Cc2ccccc2)C(=O)N[C@@H](CC(N)=O)C(N)=O)[C@@H](C)CC)NC(=O)[C@H](Cc2cnc[nH]2)NC(=O)[C@@H]2CCCN2C(=O)[C@H](CC(C)C)NC(=O)[C@H]([C@@H](C)O)NC(=O)[C@H](CC(C)C)NC1=O. The target protein (P49763) has sequence MPVMRLFPCFLQLLAGLALPAVPPQQWALSAGNGSSEVEVVPFQEVWGRSYCRALERLVDVVSEYPSEVEHMFSPSCVSLLRCTGCCGDENLHCVPVETANVTMQLLKIRSGDRPSYVELTFSQHVRCECRHSPGRQSPDMPGDFRADAPSFLPPRRSLPMLFRMEWGCALTGSQSAVWPSSPVPEEIPRMHPGRNGKKQQRKPLREKMKPERCGDAVPRR. The pIC50 is 4.0. (3) The small molecule is COc1ccc(S(=O)(=O)N2CCN(C(=O)c3cccnc3)CC2C(=O)NO)cc1. The target protein (P14780) has sequence MSLWQPLVLVLLVLGCCFAAPRQRQSTLVLFPGDLRTNLTDRQLAEEYLYRYGYTRVAEMRGESKSLGPALLLLQKQLSLPETGELDSATLKAMRTPRCGVPDLGRFQTFEGDLKWHHHNITYWIQNYSEDLPRAVIDDAFARAFALWSAVTPLTFTRVYSRDADIVIQFGVAEHGDGYPFDGKDGLLAHAFPPGPGIQGDAHFDDDELWSLGKGVVVPTRFGNADGAACHFPFIFEGRSYSACTTDGRSDGLPWCSTTANYDTDDRFGFCPSERLYTQDGNADGKPCQFPFIFQGQSYSACTTDGRSDGYRWCATTANYDRDKLFGFCPTRADSTVMGGNSAGELCVFPFTFLGKEYSTCTSEGRGDGRLWCATTSNFDSDKKWGFCPDQGYSLFLVAAHEFGHALGLDHSSVPEALMYPMYRFTEGPPLHKDDVNGIRHLYGPRPEPEPRPPTTTTPQPTAPPTVCPTGPPTVHPSERPTAGPTGPPSAGPTGPPTAG.... The pIC50 is 7.5. (4) The small molecule is FC(F)(F)c1cc(CN2CCN(c3cc(N4CCCC4)nc(N4CCCC4)n3)CC2)cc(C(F)(F)F)c1. The target protein (P49662) has sequence MAEGNHRKKPLKVLESLGKDFLTGVLDNLVEQNVLNWKEEEKKKYYDAKTEDKVRVMADSMQEKQRMAGQMLLQTFFNIDQISPNKKAHPNMEAGPPESGESTDALKLCPHEEFLRLCKERAEEIYPIKERNNRTRLALIICNTEFDHLPPRNGADFDITGMKELLEGLDYSVDVEENLTARDMESALRAFATRPEHKSSDSTFLVLMSHGILEGICGTVHDEKKPDVLLYDTIFQIFNNRNCLSLKDKPKVIIVQACRGANRGELWVRDSPASLEVASSQSSENLEEDAVYKTHVEKDFIAFCSSTPHNVSWRDSTMGSIFITQLITCFQKYSWCCHLEEVFRKVQQSFETPRAKAQMPTIERLSMTRYFYLFPGN. The pIC50 is 5.3. (5) The small molecule is O=C(N1CCCC[C@@H]1Cc1ccccc1)n1ncc(C(O)(c2ccc(F)cc2)c2ccc(F)cc2)n1. The target protein (Q9Y4D2) has sequence MPGIVVFRRRWSVGSDDLVLPAIFLFLLHTTWFVILSVVLFGLVYNPHEACSLNLVDHGRGYLGILLSCMIAEMAIIWLSMRGGILYTEPRDSMQYVLYVRLAILVIEFIYAIVGIVWLTQYYTSCNDLTAKNVTLGMVVCNWVVILSVCITVLCVFDPTGRTFVKLRATKRRQRNLRTYNLRHRLEEGQATSWSRRLKVFLCCTRTKDSQSDAYSEIAYLFAEFFRDLDIVPSDIIAGLVLLRQRQRAKRNAVLDEANNDILAFLSGMPVTRNTKYLDLKNSQEMLRYKEVCYYMLFALAAYGWPMYLMRKPACGLCQLARSCSCCLCPARPRFAPGVTIEEDNCCGCNAIAIRRHFLDENMTAVDIVYTSCHDAVYETPFYVAVDHDKKKVVISIRGTLSPKDALTDLTGDAERLPVEGHHGTWLGHKGMVLSAEYIKKKLEQEMVLSQAFGRDLGRGTKHYGLIVVGHSLGAGTAAILSFLLRPQYPTLKCFAYSPP.... The pIC50 is 9.1.